This data is from Peptide-MHC class I binding affinity with 185,985 pairs from IEDB/IMGT. The task is: Regression. Given a peptide amino acid sequence and an MHC pseudo amino acid sequence, predict their binding affinity value. This is MHC class I binding data. (1) The peptide sequence is AYIDNYNKV. The MHC is Patr-A0901 with pseudo-sequence Patr-A0901. The binding affinity (normalized) is 0.398. (2) The peptide sequence is MPAYIRNTL. The MHC is HLA-A02:01 with pseudo-sequence HLA-A02:01. The binding affinity (normalized) is 0.0847. (3) The peptide sequence is HLYQGCQVV. The MHC is HLA-A68:02 with pseudo-sequence HLA-A68:02. The binding affinity (normalized) is 0.349. (4) The peptide sequence is NGFQEETW. The MHC is H-2-Dd with pseudo-sequence H-2-Dd. The binding affinity (normalized) is 0.0320. (5) The peptide sequence is QLFIKDYRY. The MHC is HLA-B08:01 with pseudo-sequence HLA-B08:01. The binding affinity (normalized) is 0.0847.